From a dataset of Full USPTO retrosynthesis dataset with 1.9M reactions from patents (1976-2016). Predict the reactants needed to synthesize the given product. (1) Given the product [CH:11]1([NH:14][CH2:5][C:4]2[CH:3]=[C:2]([F:1])[CH:9]=[C:8]([F:10])[CH:7]=2)[CH2:13][CH2:12]1, predict the reactants needed to synthesize it. The reactants are: [F:1][C:2]1[CH:3]=[C:4]([CH:7]=[C:8]([F:10])[CH:9]=1)[CH:5]=O.[CH:11]1([NH2:14])[CH2:13][CH2:12]1. (2) The reactants are: [NH2:1][C:2](=[O:35])[CH2:3][O:4][C:5]1[CH:6]=[C:7]2[C:12](=[CH:13][CH:14]=1)[C:11](=[O:15])[N:10]([CH2:16][CH:17]([CH3:19])[CH3:18])[C:9]([CH2:20][NH:21]C(=O)OC(C)(C)C)=[C:8]2[C:29]1[CH:34]=[CH:33][CH:32]=[CH:31][CH:30]=1.Cl. Given the product [NH2:21][CH2:20][C:9]1[N:10]([CH2:16][CH:17]([CH3:19])[CH3:18])[C:11](=[O:15])[C:12]2[C:7]([C:8]=1[C:29]1[CH:34]=[CH:33][CH:32]=[CH:31][CH:30]=1)=[CH:6][C:5]([O:4][CH2:3][C:2]([NH2:1])=[O:35])=[CH:14][CH:13]=2, predict the reactants needed to synthesize it. (3) Given the product [C:1]([N:4]1[CH2:5][CH2:6][CH:7]([CH2:10][N:11]2[CH2:16][CH2:15][O:14][CH:13]([CH2:17][NH:49][C:43]([C:37]3[C:38]4[O:39][CH2:40][CH2:41][C:42]=4[C:34]([NH2:33])=[C:35]([Cl:46])[CH:36]=3)=[O:44])[CH2:12]2)[CH2:8][CH2:9]1)(=[O:3])[CH3:2], predict the reactants needed to synthesize it. The reactants are: [C:1]([N:4]1[CH2:9][CH2:8][CH:7]([CH2:10][N:11]2[CH2:16][CH2:15][O:14][CH:13]([C:17](OC(C)(C)C)=O)[CH:12]2CN)[CH2:6][CH2:5]1)(=[O:3])[CH3:2].FC(F)(F)C(O)=O.[NH2:33][C:34]1[C:42]2[CH2:41][CH2:40][O:39][C:38]=2[C:37]([C:43](O)=[O:44])=[CH:36][C:35]=1[Cl:46].O.C[N:49](C=O)C. (4) Given the product [CH3:30][C:31]([CH3:69])=[CH:32][CH2:33][CH2:34]/[C:35](/[CH3:68])=[CH:36]/[CH2:37][CH2:38]/[C:39](/[CH3:67])=[CH:40]/[CH:41]=[CH:42]/[C:43](/[CH3:66])=[CH:44]/[CH:45]=[CH:46]/[CH:47]=[C:48](\[CH3:65])/[CH:49]=[CH:50]/[CH:51]=[C:52](\[CH3:64])/[CH2:53][CH2:54]/[CH:55]=[C:56](\[CH3:63])/[CH2:57][CH2:58][CH:59]=[C:60]([CH3:62])[CH3:61], predict the reactants needed to synthesize it. The reactants are: O(C/C=C(/CC/C=C(\C)/CC/C=C(/CCC=C(C)C)\C)\C)P(OP([O-])([O-])=O)(=O)[O-].[CH3:30][C:31]([CH3:69])=[CH:32][CH2:33][CH2:34]/[C:35](/[CH3:68])=[CH:36]/[CH2:37][CH2:38]/[C:39](/[CH3:67])=[CH:40]/[CH2:41][CH2:42]/[C:43](/[CH3:66])=[CH:44]/[CH:45]=[CH:46]/[CH:47]=[C:48](\[CH3:65])/[CH2:49][CH2:50]/[CH:51]=[C:52](\[CH3:64])/[CH2:53][CH2:54]/[CH:55]=[C:56](\[CH3:63])/[CH2:57][CH2:58][CH:59]=[C:60]([CH3:62])[CH3:61].P([O-])([O-])([O-])=O.[Na+].[Na+].[Na+]. (5) Given the product [C:1]1([C:35]2[O:34][N:33]=[C:32]([C:30]([NH:25][CH2:24][CH2:23][CH2:22][NH:21][C:20](=[O:26])[O:19][C:15]([CH3:18])([CH3:16])[CH3:17])=[O:31])[CH:45]=2)[CH:6]=[CH:5][CH:4]=[CH:3][CH:2]=1, predict the reactants needed to synthesize it. The reactants are: [C:1]1(C2(C(O)=O)C=CON2)[CH:6]=[CH:5][CH:4]=[CH:3][CH:2]=1.[C:15]([O:19][C:20](=[O:26])[NH:21][CH2:22][CH2:23][CH2:24][NH2:25])([CH3:18])([CH3:17])[CH3:16].CCO[C:30]([C:32]([C:45]#N)=[N:33][O:34][C:35](N1CCOCC1)=[N+](C)C)=[O:31].F[P-](F)(F)(F)(F)F.CCN(C(C)C)C(C)C.